Dataset: HIV replication inhibition screening data with 41,000+ compounds from the AIDS Antiviral Screen. Task: Binary Classification. Given a drug SMILES string, predict its activity (active/inactive) in a high-throughput screening assay against a specified biological target. The drug is CCOc1ccc(NC(=O)CCc2nnc(SC)o2)cc1. The result is 0 (inactive).